This data is from Full USPTO retrosynthesis dataset with 1.9M reactions from patents (1976-2016). The task is: Predict the reactants needed to synthesize the given product. (1) Given the product [F:12][C:13]([F:24])([F:23])[C:14]1[CH:19]=[C:18]([C:3]2[CH:4]=[CH:5][C:6]([CH2:9][NH2:10])=[CH:7][N:8]=2)[CH:17]=[CH:16][N:15]=1, predict the reactants needed to synthesize it. The reactants are: Cl.Cl[C:3]1[N:8]=[CH:7][C:6]([CH2:9][NH2:10])=[CH:5][C:4]=1C.[F:12][C:13]([F:24])([F:23])[C:14]1[CH:19]=[C:18](B(O)O)[CH:17]=[CH:16][N:15]=1.COC1C=CC=C(OC)C=1C1C=CC=CC=1P(C1CCCCC1)C1CCCCC1.P([O-])([O-])([O-])=O.[K+].[K+].[K+]. (2) Given the product [Cl:1][C:2]1[CH:3]=[CH:4][C:5]([C:32]#[N:33])=[C:6]([C:8]2[C:13]([O:14][CH3:15])=[CH:12][N:11]([CH:16]([CH2:24][C:25]3[CH:30]=[CH:29][CH:28]=[CH:27][N:26]=3)[C:17]([OH:19])=[O:18])[C:10](=[O:31])[CH:9]=2)[CH:7]=1, predict the reactants needed to synthesize it. The reactants are: [Cl:1][C:2]1[CH:3]=[CH:4][C:5]([C:32]#[N:33])=[C:6]([C:8]2[C:13]([O:14][CH3:15])=[CH:12][N:11]([CH:16]([CH2:24][C:25]3[CH:30]=[CH:29][CH:28]=[CH:27][N:26]=3)[C:17]([O:19]C(C)(C)C)=[O:18])[C:10](=[O:31])[CH:9]=2)[CH:7]=1.C(O)(C(F)(F)F)=O. (3) Given the product [CH3:11][O:9][C:8]([C:4]1[S:3][C:2]([CH2:1][CH:25]([C:24]2[C:20]([CH2:16][CH2:17][CH2:18][CH3:19])=[N:21][O:22][C:23]=2[CH3:27])[OH:26])=[N:6][C:5]=1[CH3:7])=[O:10], predict the reactants needed to synthesize it. The reactants are: [CH3:1][C:2]1[S:3][C:4]([C:8]([OH:10])=[O:9])=[C:5]([CH3:7])[N:6]=1.[CH2:11]([Li])CCC.[CH2:16]([C:20]1[C:24]([CH:25]=[O:26])=[C:23]([CH3:27])[O:22][N:21]=1)[CH2:17][CH2:18][CH3:19]. (4) Given the product [OH:53][C@@H:40]([C:41]1[CH:46]=[C:45]([N:47]2[CH:51]=[CH:50][N:49]=[CH:48]2)[CH:44]=[CH:43][C:42]=1[CH3:52])[C:36]1[C:35]([CH3:54])=[CH:34][C:33]([C:32]([OH:55])=[O:31])=[CH:38][C:37]=1[CH3:39], predict the reactants needed to synthesize it. The reactants are: C1([C@H](NCCN[C@@H](C2C=CC=CC=2)C)C)C=CC=CC=1.C(O)CO.C([Zn]CC)C.C[O:31][C:32](=[O:55])[C:33]1[CH:38]=[C:37]([CH3:39])[C:36]([C:40](=[O:53])[C:41]2[CH:46]=[C:45]([N:47]3[CH:51]=[CH:50][N:49]=[CH:48]3)[CH:44]=[CH:43][C:42]=2[CH3:52])=[C:35]([CH3:54])[CH:34]=1.C[SiH](O)C.C[Si](C)(C)C.C[Si](O)(C)C.[OH-].[Na+]. (5) Given the product [Cl:1][C:2]1[CH:10]=[CH:9][C:5]2[C:6](=[O:8])[N:13]=[C:12]([C:14]3[N:19]=[C:18]([CH2:20][CH2:21][C:22]([O:24][C:25]([CH3:28])([CH3:27])[CH3:26])=[O:23])[CH:17]=[CH:16][CH:15]=3)[S:11][C:4]=2[CH:3]=1, predict the reactants needed to synthesize it. The reactants are: [Cl:1][C:2]1[CH:10]=[CH:9][C:5]([C:6]([OH:8])=O)=[C:4]([SH:11])[CH:3]=1.[C:12]([C:14]1[N:19]=[C:18]([CH2:20][CH2:21][C:22]([O:24][C:25]([CH3:28])([CH3:27])[CH3:26])=[O:23])[CH:17]=[CH:16][CH:15]=1)#[N:13]. (6) Given the product [C:1]([NH:4][C:5]([NH2:7])=[S:6])(=[NH:2])[NH2:3].[CH2:8]=[O:9], predict the reactants needed to synthesize it. The reactants are: [C:1]([NH:4][C:5]([NH2:7])=[S:6])(=[NH:3])[NH2:2].[CH2:8]=[O:9]. (7) The reactants are: Br[C:2]1[N:3]=[CH:4][C:5]([NH:8][C:9]2[S:13][N:12]=[C:11]([CH3:14])[C:10]=2[C:15]([NH:17][C:18]2[CH:23]=[CH:22][C:21]([F:24])=[C:20]([F:25])[CH:19]=2)=[O:16])=[N:6][CH:7]=1.[CH:26](B1OB(C=C)OB(C=C)O1)=[CH2:27].N1C=CC=CC=1.CN(C1C(C2C(P(C3CCCCC3)C3CCCCC3)=CC=CC=2)=CC=CC=1)C.C(=O)([O-])[O-].[K+].[K+]. Given the product [F:25][C:20]1[CH:19]=[C:18]([NH:17][C:15]([C:10]2[C:11]([CH3:14])=[N:12][S:13][C:9]=2[NH:8][C:5]2[CH:4]=[N:3][C:2]([CH:26]=[CH2:27])=[CH:7][N:6]=2)=[O:16])[CH:23]=[CH:22][C:21]=1[F:24], predict the reactants needed to synthesize it. (8) Given the product [C:20]([C:3]1[C:2]([C:2]2[CH:6]=[CH:42][C:40]([CH3:41])=[CH:20][CH:3]=2)=[C:6]2[N:7]=[C:8]([CH3:19])[C:9]([CH:11]([CH2:16][CH2:17][CH3:18])[C:12]([O:14][CH3:15])=[O:13])=[C:10]([C:25]3[CH:26]=[CH:27][C:28]([CH3:31])=[CH:29][CH:30]=3)[N:5]2[N:4]=1)([CH3:23])([CH3:22])[CH3:21], predict the reactants needed to synthesize it. The reactants are: Br[C:2]1[C:3]([C:20]([CH3:23])([CH3:22])[CH3:21])=[N:4][N:5]2[CH:10]=[C:9]([CH:11]([CH2:16][CH2:17][CH3:18])[C:12]([O:14][CH3:15])=[O:13])[C:8]([CH3:19])=[N:7][C:6]=12.B(O)(O)[C:25]1[CH:26]=[CH:27][C:28]([CH3:31])=[CH:29][CH:30]=1.C(N([CH:40]([CH3:42])[CH3:41])CC)(C)C. (9) Given the product [Cl:1][C:2]1[CH:3]=[C:4]([C:8]2[N:16]=[C:15]([C:17]#[N:18])[N:14]=[C:13]3[C:9]=2[N:10]([CH2:27][C@H:28]2[CH2:29][CH2:30][C@H:31]([CH3:34])[CH2:32][CH2:33]2)[C:11]([CH:19]([CH:21]2[CH2:22][CH2:23][O:24][CH2:25][CH2:26]2)[CH3:20])=[N:12]3)[CH:5]=[CH:6][CH:7]=1, predict the reactants needed to synthesize it. The reactants are: [Cl:1][C:2]1[CH:3]=[C:4]([C:8]2[N:16]=[C:15]([C:17]#[N:18])[N:14]=[C:13]3[C:9]=2[N:10]([CH2:27][C@H:28]2[CH2:33][CH2:32][C@H:31]([CH3:34])[CH2:30][CH2:29]2)[C:11]([C:19]([CH:21]2[CH2:26][CH2:25][O:24][CH2:23][CH2:22]2)=[CH2:20])=[N:12]3)[CH:5]=[CH:6][CH:7]=1. (10) Given the product [O:24]=[C:19]1[C:18]([NH:17][C:7](=[O:8])[O:9][CH2:10][C:11]2[CH:16]=[CH:15][CH:14]=[CH:13][CH:12]=2)=[CH:23][CH:22]=[CH:21][NH:20]1, predict the reactants needed to synthesize it. The reactants are: C(=O)(O)[O-].[Na+].Cl[C:7]([O:9][CH2:10][C:11]1[CH:16]=[CH:15][CH:14]=[CH:13][CH:12]=1)=[O:8].[NH2:17][C:18]1[C:19](=[O:24])[NH:20][CH:21]=[CH:22][CH:23]=1.